This data is from Full USPTO retrosynthesis dataset with 1.9M reactions from patents (1976-2016). The task is: Predict the reactants needed to synthesize the given product. (1) The reactants are: [Br:1][C:2]1[CH:30]=[CH:29][C:5]([O:6][CH2:7][C@H:8]([CH3:28])[CH2:9][O:10][Si:11]([C:24]([CH3:27])([CH3:26])[CH3:25])([C:18]2C=CC=CC=2)[C:12]2C=CC=CC=2)=[CH:4][CH:3]=1.CCCC[N+](CCCC)(CCCC)CCCC.[F-]. Given the product [Br:1][C:2]1[CH:3]=[CH:4][C:5]([O:6][CH2:7][C@H:8]([CH3:28])[CH2:9][O:10][Si:11]([C:24]([CH3:25])([CH3:27])[CH3:26])([CH3:12])[CH3:18])=[CH:29][CH:30]=1, predict the reactants needed to synthesize it. (2) Given the product [C:14]([O:17][CH2:18][CH2:19][N:3]1[C:12]2[C:7](=[CH:8][CH:9]=[CH:10][CH:11]=2)[CH2:6][CH2:5][C:4]1=[O:13])(=[O:16])[CH3:15], predict the reactants needed to synthesize it. The reactants are: [H-].[Na+].[NH:3]1[C:12]2[C:7](=[CH:8][CH:9]=[CH:10][CH:11]=2)[CH2:6][CH2:5][C:4]1=[O:13].[C:14]([O:17][CH2:18][CH2:19]Cl)(=[O:16])[CH3:15]. (3) The reactants are: [F:1][C:2]([F:7])([F:6])[C:3](=[NH:5])[NH2:4].[CH3:8][O:9][C:10](=[O:19])[CH2:11][C:12](=O)[CH2:13][C:14](OC)=[O:15].Cl.CCCCCC. Given the product [OH:15][C:14]1[N:4]=[C:3]([C:2]([F:7])([F:6])[F:1])[N:5]=[C:12]([CH2:11][C:10]([O:9][CH3:8])=[O:19])[CH:13]=1, predict the reactants needed to synthesize it.